This data is from Forward reaction prediction with 1.9M reactions from USPTO patents (1976-2016). The task is: Predict the product of the given reaction. (1) Given the reactants [N+:1]([C:4]1[C:13]2[C:8](=[CH:9][CH:10]=[CH:11][CH:12]=2)[C:7]([O:14][C:15]2[CH:20]=[CH:19][N:18]=[C:17]([NH2:21])[CH:16]=2)=[CH:6][CH:5]=1)([O-:3])=[O:2].CCN(C(C)C)C(C)C.[CH3:31][O:32][CH2:33][C:34](Cl)=[O:35].N, predict the reaction product. The product is: [CH3:31][O:32][CH2:33][C:34]([NH:21][C:17]1[CH:16]=[C:15]([O:14][C:7]2[C:8]3[C:13](=[CH:12][CH:11]=[CH:10][CH:9]=3)[C:4]([N+:1]([O-:3])=[O:2])=[CH:5][CH:6]=2)[CH:20]=[CH:19][N:18]=1)=[O:35]. (2) The product is: [F:11][C:10]1[C:3]2[CH:2]=[C:6]([C:20](=[O:23])[CH2:21][CH3:22])[S:5][C:4]=2[CH:7]=[CH:8][CH:9]=1. Given the reactants Br[C:2]1[C:3]2[C:10]([F:11])=[CH:9][CH:8]=[CH:7][C:4]=2[S:5][CH:6]=1.C([Li])CCC.CON(C)[C:20](=[O:23])[CH2:21][CH3:22], predict the reaction product. (3) Given the reactants [Cl:1][C:2]1[CH:3]=[C:4]([O:9][C:10]2[C:24]([F:25])=[CH:23][C:13]([C:14]([NH:16][S:17](=[O:22])(=[O:21])[N:18]([CH3:20])[CH3:19])=[O:15])=[C:12]([F:26])[CH:11]=2)[CH:5]=[N:6][C:7]=1F.[H-].[Na+].[F:29][C:30]([F:35])([F:34])[CH:31]([OH:33])[CH3:32], predict the reaction product. The product is: [Cl:1][C:2]1[CH:3]=[C:4]([O:9][C:10]2[C:24]([F:25])=[CH:23][C:13]([C:14]([NH:16][S:17]([N:18]([CH3:19])[CH3:20])(=[O:22])=[O:21])=[O:15])=[C:12]([F:26])[CH:11]=2)[CH:5]=[N:6][C:7]=1[O:33][CH:31]([CH3:32])[C:30]([F:35])([F:34])[F:29]. (4) Given the reactants [F:1][C:2]1[CH:3]=[C:4]2[C:9](=[CH:10][CH:11]=1)[N:8]=[CH:7][CH:6]=[C:5]2[N:12]1[CH2:17][CH2:16][N:15]([CH:18]([CH2:22][CH2:23][CH3:24])[C:19]([OH:21])=O)[CH2:14][CH2:13]1.C1CN([P+](ON2N=NC3C=CC=CC2=3)(N2CCCC2)N2CCCC2)CC1.F[P-](F)(F)(F)(F)F.CCN(C(C)C)C(C)C.[Cl:67][C:68]1[CH:74]=[CH:73][C:71]([NH2:72])=[CH:70][CH:69]=1, predict the reaction product. The product is: [Cl:67][C:68]1[CH:74]=[CH:73][C:71]([NH:72][C:19](=[O:21])[CH:18]([N:15]2[CH2:14][CH2:13][N:12]([C:5]3[C:4]4[C:9](=[CH:10][CH:11]=[C:2]([F:1])[CH:3]=4)[N:8]=[CH:7][CH:6]=3)[CH2:17][CH2:16]2)[CH2:22][CH2:23][CH3:24])=[CH:70][CH:69]=1. (5) Given the reactants [F:1][C:2]1[CH:7]=[CH:6][C:5]([C:8]#[C:9][CH2:10][N:11]2[CH:15]=[C:14]([C:16]3[NH:24][C:23]4[C:22](=[O:25])[N:21]([CH2:26][CH2:27][CH3:28])[C:20](=[O:29])[N:19]([CH2:30][CH2:31][CH3:32])[C:18]=4[N:17]=3)[CH:13]=[N:12]2)=[CH:4][CH:3]=1.[C:33](=O)([O-])[O-].[K+].[K+].CI.CN(C=O)C, predict the reaction product. The product is: [F:1][C:2]1[CH:7]=[CH:6][C:5]([C:8]#[C:9][CH2:10][N:11]2[CH:15]=[C:14]([C:16]3[N:24]([CH3:33])[C:23]4[C:22](=[O:25])[N:21]([CH2:26][CH2:27][CH3:28])[C:20](=[O:29])[N:19]([CH2:30][CH2:31][CH3:32])[C:18]=4[N:17]=3)[CH:13]=[N:12]2)=[CH:4][CH:3]=1.